From a dataset of Reaction yield outcomes from USPTO patents with 853,638 reactions. Predict the reaction yield, written as a fraction of the theoretical maximum amount of product (1.0 means a 100% yield; for example, 0.34 means a 34% yield). (1) The reactants are [CH2:1]([N:3]1[C:11]2[C:6](=[CH:7][CH:8]=[C:9]([O:12][CH3:13])[CH:10]=2)[C:5]([C:14]#[N:15])=[C:4]1I)[CH3:2].[F:17][C:18]1[CH:23]=[CH:22][C:21]([C:24]#[CH:25])=[CH:20][CH:19]=1.CN(C=O)C.CCN(CC)CC. The catalyst is O.[Pd](Cl)Cl.C1(P(C2C=CC=CC=2)C2C=CC=CC=2)C=CC=CC=1.C1(P(C2C=CC=CC=2)C2C=CC=CC=2)C=CC=CC=1.[Cu]I. The product is [CH2:1]([N:3]1[C:11]2[C:6](=[CH:7][CH:8]=[C:9]([O:12][CH3:13])[CH:10]=2)[C:5]([C:14]#[N:15])=[C:4]1[C:25]#[C:24][C:21]1[CH:22]=[CH:23][C:18]([F:17])=[CH:19][CH:20]=1)[CH3:2]. The yield is 0.820. (2) The reactants are Cl[O-].[Na+].[CH2:4]1[C:12]2[C:7](=[CH:8][CH:9]=[C:10]([C:13](=[O:15])C)[CH:11]=2)[CH2:6][CH2:5]1.C([O-])(O)=[O:17].[Na+]. No catalyst specified. The product is [CH2:6]1[C:7]2[C:12](=[CH:11][C:10]([C:13]([OH:15])=[O:17])=[CH:9][CH:8]=2)[CH2:4][CH2:5]1. The yield is 0.990. (3) The reactants are Cl.[Sn](Cl)Cl.[N+:5]([C:8]1[CH:13]=[C:12]([C:14]([F:17])([F:16])[F:15])[CH:11]=[CH:10][C:9]=1[N:18]1[CH2:26][C:25]2[C:20](=[CH:21][CH:22]=[CH:23][CH:24]=2)[CH2:19]1)([O-])=O.C(=O)(O)[O-].[Na+]. The catalyst is CO. The product is [NH2:5][C:8]1[CH:13]=[C:12]([C:14]([F:15])([F:16])[F:17])[CH:11]=[CH:10][C:9]=1[N:18]1[CH2:26][C:25]2[C:20](=[CH:21][CH:22]=[CH:23][CH:24]=2)[CH2:19]1. The yield is 0.389. (4) The reactants are [CH:1](=[O:8])[C:2]1[CH:7]=[CH:6][CH:5]=[N:4][CH:3]=1.[CH2:9]([Mg]Br)[CH3:10].[Cl-].[NH4+]. The catalyst is C1COCC1. The product is [N:4]1[CH:5]=[CH:6][CH:7]=[C:2]([CH:1]([OH:8])[CH2:9][CH3:10])[CH:3]=1. The yield is 0.670. (5) The reactants are [F:1][C:2]1[CH:7]=[CH:6][C:5]([CH2:8][O:9][C:10]2[CH:15]=[CH:14][C:13]([C:16]([F:19])([F:18])[F:17])=[CH:12][C:11]=2[C:20]2[C:21]([C:26]3[CH:31]=[C:30]([C:32]([O:34]C)=O)[CH:29]=[C:28]([C:36]([OH:38])=[O:37])[CH:27]=3)=[CH:22][CH:23]=[CH:24][CH:25]=2)=[CH:4][CH:3]=1.[CH3:39]N1CCOCC1.O.ON1C2C=CC=CC=2N=N1.Cl.CN(C)CCCC(N=C=N)C.[CH2:69]([NH2:73])[CH:70]([CH3:72])[CH3:71]. The catalyst is ClCCl.C(OCC)(=O)C. The product is [F:1][C:2]1[CH:7]=[CH:6][C:5]([CH2:8][O:9][C:10]2[CH:15]=[CH:14][C:13]([C:16]([F:17])([F:19])[F:18])=[CH:12][C:11]=2[C:20]2[C:21]([C:26]3[CH:31]=[C:30]([C:32]([NH:73][CH2:69][CH:70]([CH3:72])[CH3:71])=[O:34])[CH:29]=[C:28]([C:36]([O:38][CH3:39])=[O:37])[CH:27]=3)=[CH:22][CH:23]=[CH:24][CH:25]=2)=[CH:4][CH:3]=1. The yield is 0.500. (6) The reactants are [Br:1][C:2]1[CH:7]=[CH:6][C:5]([NH:8][C:9]2[C:10]([C:18](O)=O)=[CH:11][N:12]([CH3:17])[C:13](=[O:16])[C:14]=2[F:15])=[C:4]([F:21])[CH:3]=1.CCN=C=NCCCN(C)C.C1C=CC2N(O)N=NC=2C=1.[NH2:43][NH:44][C:45]([NH2:47])=[S:46].CCN(CC)CC.C1C=CC(P(C2C=CC=CC=2)C2C=CC=CC=2)=CC=1.C(Cl)(Cl)(Cl)Cl. The catalyst is CN(C=O)C.[NH4+].[Cl-].C(OCC)(=O)C.CC#N.C(Cl)Cl. The product is [NH2:47][C:45]1[S:46][C:18]([C:10]2[C:9]([NH:8][C:5]3[CH:6]=[CH:7][C:2]([Br:1])=[CH:3][C:4]=3[F:21])=[C:14]([F:15])[C:13](=[O:16])[N:12]([CH3:17])[CH:11]=2)=[N:43][N:44]=1. The yield is 0.330. (7) The reactants are CCOC(/N=N/C(OCC)=O)=O.[F:13][C:14]1[C:19]([N+:20]([O-:22])=[O:21])=[CH:18][CH:17]=[C:16]([F:23])[C:15]=1[OH:24].[C:25]([O:29][C:30](=[O:36])[NH:31][C@H:32]([CH3:35])[CH2:33]O)([CH3:28])([CH3:27])[CH3:26].C1(P(C2C=CC=CC=2)C2C=CC=CC=2)C=CC=CC=1. The catalyst is C1COCC1. The product is [C:25]([O:29][C:30](=[O:36])[NH:31][C@H:32]([CH3:33])[CH2:35][O:24][C:15]1[C:16]([F:23])=[CH:17][CH:18]=[C:19]([N+:20]([O-:22])=[O:21])[C:14]=1[F:13])([CH3:28])([CH3:27])[CH3:26]. The yield is 0.720.